Dataset: NCI-60 drug combinations with 297,098 pairs across 59 cell lines. Task: Regression. Given two drug SMILES strings and cell line genomic features, predict the synergy score measuring deviation from expected non-interaction effect. Drug 1: C1CCC(C1)C(CC#N)N2C=C(C=N2)C3=C4C=CNC4=NC=N3. Drug 2: C1=CN(C(=O)N=C1N)C2C(C(C(O2)CO)O)O.Cl. Cell line: NCI-H322M. Synergy scores: CSS=7.29, Synergy_ZIP=-2.71, Synergy_Bliss=-0.281, Synergy_Loewe=-6.86, Synergy_HSA=-0.626.